From a dataset of Catalyst prediction with 721,799 reactions and 888 catalyst types from USPTO. Predict which catalyst facilitates the given reaction. (1) Reactant: O1CCCC1.C([O:8][C:9]([C:11]1[CH:12]=[CH:13][C:14]([C:17]([O:19][CH3:20])=[O:18])=[N:15][CH:16]=1)=[CH2:10])C.[Br:21]N1C(=O)CCC1=O. Product: [Br:21][CH2:8][C:9]([C:11]1[CH:12]=[CH:13][C:14]([C:17]([O:19][CH3:20])=[O:18])=[N:15][CH:16]=1)=[O:10]. The catalyst class is: 6. (2) Reactant: Cl[C:2]1[CH:3]=[C:4]([N:21]([CH2:28][C:29]2[CH:34]=[CH:33][C:32]([O:35][CH3:36])=[CH:31][CH:30]=2)[C:22]2[CH:27]=[CH:26][CH:25]=[CH:24][N:23]=2)[C:5]2[N:6]([C:8]([C:11]([NH:13][C:14]3[CH:19]=[CH:18][N:17]=[C:16]([F:20])[CH:15]=3)=[O:12])=[CH:9][N:10]=2)[N:7]=1.[C@H:37]1([NH2:44])[CH2:42][CH2:41][C@H:40]([NH2:43])[CH2:39][CH2:38]1. Product: [NH2:43][C@H:40]1[CH2:41][CH2:42][C@H:37]([NH:44][C:2]2[CH:3]=[C:4]([N:21]([CH2:28][C:29]3[CH:34]=[CH:33][C:32]([O:35][CH3:36])=[CH:31][CH:30]=3)[C:22]3[CH:27]=[CH:26][CH:25]=[CH:24][N:23]=3)[C:5]3[N:6]([C:8]([C:11]([NH:13][C:14]4[CH:19]=[CH:18][N:17]=[C:16]([F:20])[CH:15]=4)=[O:12])=[CH:9][N:10]=3)[N:7]=2)[CH2:38][CH2:39]1. The catalyst class is: 37. (3) Reactant: [C:1]([O:5][C:6]([N:8]1[CH2:14][CH2:13][CH2:12][C@H:11]([N:15]([CH2:22][C:23]2[CH:28]=[C:27]([C:29]([F:32])([F:31])[F:30])[CH:26]=[C:25]([C:33]([F:36])([F:35])[F:34])[CH:24]=2)[C:16](=O)[CH2:17][C:18](=O)[CH3:19])[C:10]2[CH:37]=[C:38]([CH3:45])[C:39]([C:41]([F:44])([F:43])[F:42])=[CH:40][C:9]1=2)=[O:7])([CH3:4])([CH3:3])[CH3:2].Cl.[NH2:47][OH:48].C([O-])(=O)C.[Na+]. Product: [C:1]([O:5][C:6]([N:8]1[CH2:14][CH2:13][CH2:12][C@H:11]([N:15]([CH2:22][C:23]2[CH:28]=[C:27]([C:29]([F:32])([F:30])[F:31])[CH:26]=[C:25]([C:33]([F:35])([F:36])[F:34])[CH:24]=2)[C:16]2[O:48][N:47]=[C:18]([CH3:19])[CH:17]=2)[C:10]2[CH:37]=[C:38]([CH3:45])[C:39]([C:41]([F:44])([F:42])[F:43])=[CH:40][C:9]1=2)=[O:7])([CH3:4])([CH3:2])[CH3:3]. The catalyst class is: 5. (4) Reactant: [Cl:1][C:2]1[CH:14]=[CH:13][C:5]([CH2:6][O:7][C@@H:8]2[CH2:12][CH2:11][NH:10][CH2:9]2)=[CH:4][CH:3]=1.C(=O)([O-])[O-].[K+].[K+].Br[CH2:22][CH2:23]/[CH:24]=[C:25]1/[C:26]2[CH:39]=[C:38]([C:40]([OH:43])([CH3:42])[CH3:41])[CH:37]=[CH:36][C:27]=2[O:28][CH2:29][C:30]2[N:35]=[CH:34][CH:33]=[CH:32][C:31]/1=2. Product: [Cl:1][C:2]1[CH:14]=[CH:13][C:5]([CH2:6][O:7][CH:8]2[CH2:12][CH2:11][N:10]([CH2:22][CH2:23][CH:24]=[C:25]3[C:31]4[CH:32]=[CH:33][CH:34]=[N:35][C:30]=4[CH2:29][O:28][C:27]4[CH:36]=[CH:37][C:38]([C:40]([OH:43])([CH3:42])[CH3:41])=[CH:39][C:26]3=4)[CH2:9]2)=[CH:4][CH:3]=1. The catalyst class is: 47. (5) Reactant: [CH3:1][C:2]1[N:6]=[C:5]([CH3:7])[S:4][C:3]=1/[CH:8]=[CH:9]/[C:10](N(C)C)=O.[N+]([O-])(O)=O.[NH:19]([C:23]1[CH:24]=[C:25]([CH:31]=[CH:32][CH:33]=1)[CH2:26][NH:27][C:28](=[O:30])[CH3:29])[C:20]([NH2:22])=[NH:21]. Product: [CH3:7][C:5]1[S:4][C:3]([C:8]2[CH:9]=[CH:10][N:22]=[C:20]([NH:19][C:23]3[CH:24]=[C:25]([CH:31]=[CH:32][CH:33]=3)[CH2:26][NH:27][C:28](=[O:30])[CH3:29])[N:21]=2)=[C:2]([CH3:1])[N:6]=1. The catalyst class is: 23. (6) Reactant: [F:1][C:2]1[CH:9]=[C:8]([O:10]C)[C:7]([O:12][CH3:13])=[CH:6][C:3]=1[CH:4]=[O:5].[Cl-].[Cl-].[Cl-].[Al+3].O. Product: [F:1][C:2]1[CH:9]=[C:8]([OH:10])[C:7]([O:12][CH3:13])=[CH:6][C:3]=1[CH:4]=[O:5]. The catalyst class is: 4.